The task is: Predict the reactants needed to synthesize the given product.. This data is from Full USPTO retrosynthesis dataset with 1.9M reactions from patents (1976-2016). (1) Given the product [F:21][C:22]([F:35])([F:36])[C:23]1[CH:24]=[C:25]([NH:33][NH:34][C:11](=[O:13])[CH:10]([C:3]2[C:4]([O:8][CH3:9])=[CH:5][CH:6]=[CH:7][C:2]=2[F:1])[N:14]2[CH2:19][CH2:18][N:17]([CH3:20])[CH2:16][CH2:15]2)[CH:26]=[C:27]([C:29]([F:32])([F:30])[F:31])[CH:28]=1, predict the reactants needed to synthesize it. The reactants are: [F:1][C:2]1[CH:7]=[CH:6][CH:5]=[C:4]([O:8][CH3:9])[C:3]=1[CH:10]([N:14]1[CH2:19][CH2:18][N:17]([CH3:20])[CH2:16][CH2:15]1)[C:11]([OH:13])=O.[F:21][C:22]([F:36])([F:35])[C:23]1[CH:24]=[C:25]([NH:33][NH2:34])[CH:26]=[C:27]([C:29]([F:32])([F:31])[F:30])[CH:28]=1.CN1CCOCC1.F[P-](F)(F)(F)(F)F.N1(O[P+](N(C)C)(N(C)C)N(C)C)C2C=CC=CC=2N=N1.[OH-].[Na+]. (2) Given the product [CH2:18]([N:20]1[CH2:25][CH2:24][N:23]([C:2]2[CH:3]=[CH:4][C:5]([N+:9]([O-:11])=[O:10])=[C:6]([CH:8]=2)[NH2:7])[CH2:22][CH2:21]1)[CH3:19], predict the reactants needed to synthesize it. The reactants are: Cl[C:2]1[CH:3]=[CH:4][C:5]([N+:9]([O-:11])=[O:10])=[C:6]([CH:8]=1)[NH2:7].C(=O)([O-])[O-].[K+].[K+].[CH2:18]([N:20]1[CH2:25][CH2:24][NH:23][CH2:22][CH2:21]1)[CH3:19]. (3) Given the product [CH3:18][O:17][C:15](=[O:16])[CH2:14][CH:12]1[CH2:11][NH:10][C@H:9]([C:19]([N:57]2[CH2:58][CH2:59][CH:55]([C:49]3[CH:54]=[CH:53][CH:52]=[CH:51][CH:50]=3)[CH2:56]2)=[O:21])[C@@H:8]([C:6]([O:5][C:1]([CH3:2])([CH3:3])[CH3:4])=[O:7])[CH2:13]1, predict the reactants needed to synthesize it. The reactants are: [C:1]([O:5][C:6]([C@H:8]1[CH2:13][CH:12]([CH2:14][C:15]([O:17][CH3:18])=[O:16])[CH2:11][NH:10][C@@H:9]1[C:19]([OH:21])=O)=[O:7])([CH3:4])([CH3:3])[CH3:2].CN([P+](ON1N=NC2C=CC=CC1=2)(N(C)C)N(C)C)C.F[P-](F)(F)(F)(F)F.[C:49]1([CH:55]2[CH2:59][CH2:58][NH:57][CH2:56]2)[CH:54]=[CH:53][CH:52]=[CH:51][CH:50]=1.C(N(CC)C(C)C)(C)C. (4) Given the product [CH:18]1([CH2:17][CH:8]([C:5]2[CH:4]=[CH:3][C:2]([NH:1][C:32](=[O:39])[C:33]3[CH:38]=[CH:37][N:36]=[CH:35][CH:34]=3)=[CH:7][CH:6]=2)[C:9](=[O:10])[NH:11][C:12]2[S:13][CH:14]=[CH:15][N:16]=2)[CH2:22][CH2:21][CH2:20][CH2:19]1, predict the reactants needed to synthesize it. The reactants are: [NH2:1][C:2]1[CH:7]=[CH:6][C:5]([CH:8]([CH2:17][CH:18]2[CH2:22][CH2:21][CH2:20][CH2:19]2)[C:9]([NH:11][C:12]2[S:13][CH:14]=[CH:15][N:16]=2)=[O:10])=[CH:4][CH:3]=1.C(N(CC)C(C)C)(C)C.[C:32](Cl)(=[O:39])[C:33]1[CH:38]=[CH:37][N:36]=[CH:35][CH:34]=1. (5) Given the product [Br:1][C:2]1[CH:3]=[C:4]([CH:5]([OH:6])[CH2:13][C:12]#[N:14])[CH:7]=[C:8]([O:10][CH3:11])[CH:9]=1, predict the reactants needed to synthesize it. The reactants are: [Br:1][C:2]1[CH:3]=[C:4]([CH:7]=[C:8]([O:10][CH3:11])[CH:9]=1)[CH:5]=[O:6].[C:12](#[N:14])[CH3:13]. (6) Given the product [Cl:1][C:2]1[CH:10]=[C:6]([C:7]2[O:9][N:38]=[C:25]([C:24]3[CH:23]=[CH:22][C:21]([CH2:27][CH2:28][C:29]([O:31][C:32]([CH3:35])([CH3:34])[CH3:33])=[O:30])=[CH:20][C:19]=3[CH3:18])[N:26]=2)[CH:5]=[N:4][C:3]=1[Cl:11], predict the reactants needed to synthesize it. The reactants are: [Cl:1][C:2]1[C:3]([Cl:11])=[N:4][CH:5]=[C:6]([CH:10]=1)[C:7]([OH:9])=O.C(Cl)(=O)C(Cl)=O.[CH3:18][C:19]1[CH:20]=[C:21]([CH:27]=[CH:28][C:29]([O:31][C:32]([CH3:35])([CH3:34])[CH3:33])=[O:30])[CH:22]=[CH:23][C:24]=1[C:25]#[N:26].C([N:38](CC)CC)C. (7) Given the product [NH2:24][C:7]1[C:6]2[N:5]([C:4]([CH:12]3[CH2:20][CH2:19][CH:18]4[N:14]([C:15](=[O:23])[CH2:16][C:17]4([CH3:22])[CH3:21])[CH2:13]3)=[N:3][C:2]=2[Br:1])[CH:10]=[CH:9][N:8]=1, predict the reactants needed to synthesize it. The reactants are: [Br:1][C:2]1[N:3]=[C:4]([CH:12]2[CH2:20][CH2:19][CH:18]3[N:14]([C:15](=[O:23])[CH2:16][C:17]3([CH3:22])[CH3:21])[CH2:13]2)[N:5]2[CH:10]=[CH:9][N:8]=[C:7](Cl)[C:6]=12.[NH3:24].O. (8) Given the product [ClH:43].[CH3:1][C:2]1[CH:3]=[CH:4][C:5]([CH2:8][N:9]([CH:10]2[CH2:11][CH2:12][N:13]([CH2:16][C:17]3[CH:22]=[CH:21][CH:20]=[CH:19][CH:18]=3)[CH2:14][CH2:15]2)[C:41](=[O:42])[CH2:40][C:37]2[CH:38]=[CH:39][C:34]([O:33][CH3:32])=[CH:35][CH:36]=2)=[CH:6][CH:7]=1.[ClH:43], predict the reactants needed to synthesize it. The reactants are: [CH3:1][C:2]1[CH:7]=[CH:6][C:5]([CH2:8][NH:9][CH:10]2[CH2:15][CH2:14][N:13]([CH2:16][C:17]3[CH:22]=[CH:21][CH:20]=[CH:19][CH:18]=3)[CH2:12][CH2:11]2)=[CH:4][CH:3]=1.C(N(C(C)C)CC)(C)C.[CH3:32][O:33][C:34]1[CH:39]=[CH:38][C:37]([CH2:40][C:41]([Cl:43])=[O:42])=[CH:36][CH:35]=1.[OH-].[Na+]. (9) Given the product [Cl:18][C:11]1[CH:10]=[C:9](/[CH:8]=[C:4]2/[C:5](=[O:7])[N:6]3[CH:20]=[C:21]([C:23]4[CH:28]=[CH:27][CH:26]=[C:25]([O:29][CH2:30][CH2:31][O:32][CH2:33][CH2:34][O:35][CH2:36][CH2:37][F:38])[CH:24]=4)[N:1]=[C:2]3[S:3]/2)[CH:14]=[C:13]([O:15][CH3:16])[C:12]=1[OH:17], predict the reactants needed to synthesize it. The reactants are: [NH2:1][C:2]1[S:3]/[C:4](=[CH:8]\[C:9]2[CH:14]=[C:13]([O:15][CH3:16])[C:12]([OH:17])=[C:11]([Cl:18])[CH:10]=2)/[C:5](=[O:7])[N:6]=1.Br[CH2:20][C:21]([C:23]1[CH:28]=[CH:27][CH:26]=[C:25]([O:29][CH2:30][CH2:31][O:32][CH2:33][CH2:34][O:35][CH2:36][CH2:37][F:38])[CH:24]=1)=O.